This data is from NCI-60 drug combinations with 297,098 pairs across 59 cell lines. The task is: Regression. Given two drug SMILES strings and cell line genomic features, predict the synergy score measuring deviation from expected non-interaction effect. (1) Drug 1: CC1=CC2C(CCC3(C2CCC3(C(=O)C)OC(=O)C)C)C4(C1=CC(=O)CC4)C. Drug 2: C1=NC2=C(N1)C(=S)N=C(N2)N. Cell line: MDA-MB-231. Synergy scores: CSS=30.7, Synergy_ZIP=-4.75, Synergy_Bliss=1.22, Synergy_Loewe=-27.5, Synergy_HSA=-5.12. (2) Drug 2: C1CNP(=O)(OC1)N(CCCl)CCCl. Synergy scores: CSS=3.75, Synergy_ZIP=-2.47, Synergy_Bliss=1.17, Synergy_Loewe=-9.43, Synergy_HSA=-2.37. Cell line: NCI-H226. Drug 1: CC(CN1CC(=O)NC(=O)C1)N2CC(=O)NC(=O)C2. (3) Drug 1: C1CCC(C1)C(CC#N)N2C=C(C=N2)C3=C4C=CNC4=NC=N3. Drug 2: C1=NC(=NC(=O)N1C2C(C(C(O2)CO)O)O)N. Cell line: MCF7. Synergy scores: CSS=3.40, Synergy_ZIP=-0.338, Synergy_Bliss=1.50, Synergy_Loewe=-0.499, Synergy_HSA=0.410. (4) Synergy scores: CSS=7.40, Synergy_ZIP=0.670, Synergy_Bliss=5.98, Synergy_Loewe=5.34, Synergy_HSA=5.65. Drug 1: C1CCC(C1)C(CC#N)N2C=C(C=N2)C3=C4C=CNC4=NC=N3. Cell line: NCI-H460. Drug 2: C1C(C(OC1N2C=NC3=C2NC=NCC3O)CO)O. (5) Drug 1: CC1C(C(=O)NC(C(=O)N2CCCC2C(=O)N(CC(=O)N(C(C(=O)O1)C(C)C)C)C)C(C)C)NC(=O)C3=C4C(=C(C=C3)C)OC5=C(C(=O)C(=C(C5=N4)C(=O)NC6C(OC(=O)C(N(C(=O)CN(C(=O)C7CCCN7C(=O)C(NC6=O)C(C)C)C)C)C(C)C)C)N)C. Drug 2: C1C(C(OC1N2C=NC3=C(N=C(N=C32)Cl)N)CO)O. Cell line: RPMI-8226. Synergy scores: CSS=13.9, Synergy_ZIP=3.46, Synergy_Bliss=7.35, Synergy_Loewe=-13.5, Synergy_HSA=6.76. (6) Drug 1: C(CN)CNCCSP(=O)(O)O. Drug 2: C1C(C(OC1N2C=NC3=C2NC=NCC3O)CO)O. Cell line: RPMI-8226. Synergy scores: CSS=-2.24, Synergy_ZIP=-0.119, Synergy_Bliss=-5.31, Synergy_Loewe=-7.10, Synergy_HSA=-7.09. (7) Drug 1: C1CCN(CC1)CCOC2=CC=C(C=C2)C(=O)C3=C(SC4=C3C=CC(=C4)O)C5=CC=C(C=C5)O. Drug 2: CCCCCOC(=O)NC1=NC(=O)N(C=C1F)C2C(C(C(O2)C)O)O. Cell line: OVCAR-5. Synergy scores: CSS=-4.01, Synergy_ZIP=1.36, Synergy_Bliss=0.386, Synergy_Loewe=-3.21, Synergy_HSA=-3.30. (8) Drug 1: CC1=C(N=C(N=C1N)C(CC(=O)N)NCC(C(=O)N)N)C(=O)NC(C(C2=CN=CN2)OC3C(C(C(C(O3)CO)O)O)OC4C(C(C(C(O4)CO)O)OC(=O)N)O)C(=O)NC(C)C(C(C)C(=O)NC(C(C)O)C(=O)NCCC5=NC(=CS5)C6=NC(=CS6)C(=O)NCCC[S+](C)C)O. Drug 2: CCCCC(=O)OCC(=O)C1(CC(C2=C(C1)C(=C3C(=C2O)C(=O)C4=C(C3=O)C=CC=C4OC)O)OC5CC(C(C(O5)C)O)NC(=O)C(F)(F)F)O. Cell line: HCT116. Synergy scores: CSS=60.7, Synergy_ZIP=-3.95, Synergy_Bliss=-5.47, Synergy_Loewe=-3.43, Synergy_HSA=-1.20. (9) Drug 1: CCCS(=O)(=O)NC1=C(C(=C(C=C1)F)C(=O)C2=CNC3=C2C=C(C=N3)C4=CC=C(C=C4)Cl)F. Drug 2: C1=CC(=CC=C1CCCC(=O)O)N(CCCl)CCCl. Cell line: U251. Synergy scores: CSS=33.3, Synergy_ZIP=2.99, Synergy_Bliss=2.97, Synergy_Loewe=2.05, Synergy_HSA=3.92.